The task is: Predict which catalyst facilitates the given reaction.. This data is from Catalyst prediction with 721,799 reactions and 888 catalyst types from USPTO. (1) Reactant: [CH3:1][C:2]1[O:6][N:5]=[C:4]([C:7]2[CH:12]=[CH:11][CH:10]=[CH:9][CH:8]=2)[C:3]=1[CH2:13][O:14][C:15]1[CH:23]=[CH:22][C:18]([C:19]([OH:21])=O)=[CH:17][N:16]=1.[S:24]1[CH2:28][CH2:27][NH:26][CH2:25]1.O.ON1C2C=CC=CC=2N=N1.C(N(C(C)C)C(C)C)C. Product: [CH3:1][C:2]1[O:6][N:5]=[C:4]([C:7]2[CH:8]=[CH:9][CH:10]=[CH:11][CH:12]=2)[C:3]=1[CH2:13][O:14][C:15]1[N:16]=[CH:17][C:18]([C:19]([N:26]2[CH2:27][CH2:28][S:24][CH2:25]2)=[O:21])=[CH:22][CH:23]=1. The catalyst class is: 1. (2) Reactant: [CH3:1][O:2][C:3]1[C:8]([CH2:9][N:10]2[CH2:15][CH2:14][CH:13]([CH2:16][CH:17]([OH:24])[C:18]3[CH:23]=[CH:22][CH:21]=[CH:20][CH:19]=3)[CH2:12][CH2:11]2)=[CH:7][CH:6]=[CH:5][N:4]=1. Product: [CH3:1][O:2][C:3]1[C:8]([CH2:9][N:10]2[CH2:15][CH2:14][CH:13]([CH2:16][C:17](=[O:24])[C:18]3[CH:19]=[CH:20][CH:21]=[CH:22][CH:23]=3)[CH2:12][CH2:11]2)=[CH:7][CH:6]=[CH:5][N:4]=1. The catalyst class is: 661.